From a dataset of Full USPTO retrosynthesis dataset with 1.9M reactions from patents (1976-2016). Predict the reactants needed to synthesize the given product. (1) Given the product [NH2:19][C:10]1[O:11][C@@H:12]2[CH2:16][CH2:15][C:14]([F:17])([F:18])[C@@H:13]2[C@:8]([C:6]2[CH:7]=[C:2]([NH:1][C:33]([C:30]3[CH:29]=[N:28][C:27]([O:26][CH2:22][C:23]#[C:24][CH3:25])=[CH:32][N:31]=3)=[O:34])[CH:3]=[CH:4][C:5]=2[F:21])([CH3:20])[N:9]=1, predict the reactants needed to synthesize it. The reactants are: [NH2:1][C:2]1[CH:3]=[CH:4][C:5]([F:21])=[C:6]([C@:8]2([CH3:20])[C@H:13]3[C:14]([F:18])([F:17])[CH2:15][CH2:16][C@H:12]3[O:11][C:10]([NH2:19])=[N:9]2)[CH:7]=1.[CH2:22]([O:26][C:27]1[N:28]=[CH:29][C:30]([C:33](O)=[O:34])=[N:31][CH:32]=1)[C:23]#[C:24][CH3:25]. (2) Given the product [F:25][C:26]1[CH:31]=[C:30]([C:7]2[CH2:8][CH2:9][C:10]([C:19]([O:21][CH3:22])=[O:20])([C:13]3[CH:14]=[CH:15][CH:16]=[CH:17][CH:18]=3)[CH2:11][CH:12]=2)[CH:29]=[N:28][CH:27]=1, predict the reactants needed to synthesize it. The reactants are: FC(F)(F)S(O[C:7]1[CH2:8][CH2:9][C:10]([C:19]([O:21][CH3:22])=[O:20])([C:13]2[CH:18]=[CH:17][CH:16]=[CH:15][CH:14]=2)[CH2:11][CH:12]=1)(=O)=O.[F:25][C:26]1[CH:27]=[N:28][CH:29]=[C:30](B(O)O)[CH:31]=1.[F-].[Cs+].COCCOC. (3) The reactants are: [Cl:1][C:2]1[CH:3]=[C:4]([C:8]#[CH:9])[CH:5]=[CH:6][CH:7]=1.[CH2:10]([O:12][C:13]([N:15]1[CH2:20][CH2:19][NH:18][CH2:17][CH2:16]1)=[O:14])[CH3:11].[CH:21](=O)[CH2:22][CH:23]([CH3:25])[CH3:24]. Given the product [CH2:10]([O:12][C:13]([N:15]1[CH2:16][CH2:17][N:18]([CH:21]([C:9]#[C:8][C:4]2[CH:5]=[CH:6][CH:7]=[C:2]([Cl:1])[CH:3]=2)[CH2:22][CH:23]([CH3:25])[CH3:24])[CH2:19][CH2:20]1)=[O:14])[CH3:11], predict the reactants needed to synthesize it. (4) Given the product [C:20]([N:16]1[CH2:17][CH2:18][CH2:19][CH:14]([NH:13][C:12]([NH:11][C:1]23[CH2:8][CH:7]4[CH2:9][CH:3]([CH2:4][CH:5]([CH2:6]4)[CH2:10]2)[CH2:2]3)=[O:27])[CH2:15]1)(=[O:22])[CH3:29], predict the reactants needed to synthesize it. The reactants are: [C:1]12([NH:11][C:12](=[O:27])[NH:13][CH:14]3[CH2:19][CH2:18][CH2:17][N:16]([C:20]([O:22]C(C)(C)C)=O)[CH2:15]3)[CH2:10][CH:5]3[CH2:6][CH:7]([CH2:9][CH:3]([CH2:4]3)[CH2:2]1)[CH2:8]2.Cl.[C:29](OC(=O)C)(=O)C.C(N(CC)CC)C.